This data is from Full USPTO retrosynthesis dataset with 1.9M reactions from patents (1976-2016). The task is: Predict the reactants needed to synthesize the given product. (1) Given the product [Cl:2][C:3]1[CH:4]=[C:5]([C:10]2([C:23]([F:24])([F:26])[F:25])[O:14][N:13]=[C:12]([C:15]3[CH:16]=[C:17]([CH:20]=[CH:21][CH:22]=3)[CH2:18][NH:19][C:30](=[O:31])[CH2:29][S:28][CH3:27])[CH2:11]2)[CH:6]=[C:7]([Cl:9])[CH:8]=1, predict the reactants needed to synthesize it. The reactants are: Cl.[Cl:2][C:3]1[CH:4]=[C:5]([C:10]2([C:23]([F:26])([F:25])[F:24])[O:14][N:13]=[C:12]([C:15]3[CH:16]=[C:17]([CH:20]=[CH:21][CH:22]=3)[CH2:18][NH2:19])[CH2:11]2)[CH:6]=[C:7]([Cl:9])[CH:8]=1.[CH3:27][S:28][CH2:29][C:30](O)=[O:31].C(N=C=NC(C)C)(C)C. (2) Given the product [CH3:13][N:14]1[CH:15]2[CH2:16][CH2:17][CH:18]1[CH2:19][C:20]([C:7]1[C:6]3[C:10](=[CH:11][CH:12]=[C:4]([N+:1]([O-:3])=[O:2])[CH:5]=3)[NH:9][CH:8]=1)=[CH:22]2, predict the reactants needed to synthesize it. The reactants are: [N+:1]([C:4]1[CH:5]=[C:6]2[C:10](=[CH:11][CH:12]=1)[NH:9][CH:8]=[CH:7]2)([O-:3])=[O:2].[CH3:13][N:14]1[CH:18]2[CH2:19][C:20]([CH2:22][CH:15]1[CH2:16][CH2:17]2)=O.OP(O)(O)=O. (3) Given the product [CH2:17]([N:10]1[CH2:8][C@@H:7]([CH3:6])[CH2:25][C:12](=[O:14])[CH2:11]1)[C:18]1[CH:19]=[CH:20][CH:21]=[CH:22][CH:23]=1, predict the reactants needed to synthesize it. The reactants are: [H-].[Na+].C(O[C:6](=O)[CH2:7][C@@H:8]([N:10]([CH2:17][C:18]1[CH:23]=[CH:22][CH:21]=[CH:20][CH:19]=1)[CH2:11][C:12]([O:14]CC)=O)C)C.[CH3:25]CO. (4) Given the product [CH2:1]([NH:8][C:9]1[CH:10]=[CH:11][C:12]([C:13]([N:18]2[CH2:23][CH2:22][CH2:21][CH2:20][CH2:19]2)=[O:15])=[CH:16][CH:17]=1)[C:2]1[CH:3]=[CH:4][CH:5]=[CH:6][CH:7]=1, predict the reactants needed to synthesize it. The reactants are: [CH2:1]([NH:8][C:9]1[CH:17]=[CH:16][C:12]([C:13]([OH:15])=O)=[CH:11][CH:10]=1)[C:2]1[CH:7]=[CH:6][CH:5]=[CH:4][CH:3]=1.[NH:18]1[CH2:23][CH2:22][CH2:21][CH2:20][CH2:19]1.Cl.C(N=C=NCCCN(C)C)C.O.OC1C2N=NNC=2C=CC=1.C(N(CC)CC)C. (5) Given the product [Cl:14][C:15]1[CH:25]=[CH:24][CH:23]=[C:22]([F:26])[C:16]=1[CH2:17][S:18][CH2:19][CH2:20][NH:21][C:11]([C:9]1[NH:8][C:5]2=[CH:6][N:7]=[C:2]([Cl:1])[CH:3]=[C:4]2[CH:10]=1)=[O:13], predict the reactants needed to synthesize it. The reactants are: [Cl:1][C:2]1[CH:3]=[C:4]2[CH:10]=[C:9]([C:11]([OH:13])=O)[NH:8][C:5]2=[CH:6][N:7]=1.[Cl:14][C:15]1[CH:25]=[CH:24][CH:23]=[C:22]([F:26])[C:16]=1[CH2:17][S:18][CH2:19][CH2:20][NH2:21]. (6) Given the product [C:1]([O:5][C:6](=[O:20])[CH2:7][CH2:8][C:9]1[C:10]([CH3:19])=[CH:11][C:12]([C:16]#[N:17])=[CH:13][C:14]=1[CH3:15])([CH3:4])([CH3:3])[CH3:2], predict the reactants needed to synthesize it. The reactants are: [C:1]([O:5][C:6](=[O:20])[CH2:7][CH2:8][C:9]1[C:14]([CH3:15])=[CH:13][C:12]([C:16](=O)[NH2:17])=[CH:11][C:10]=1[CH3:19])([CH3:4])([CH3:3])[CH3:2].C(N(CC)CC)C.FC(F)(F)C(OC(=O)C(F)(F)F)=O. (7) Given the product [CH3:1][O:2][CH2:3][CH2:4][O:5][C:6]1[CH:7]=[C:8]([CH2:17][CH2:18][C:19]([OH:21])=[O:20])[CH:9]=[CH:10][C:11]=1[O:12][CH2:13][CH2:14][O:15][CH3:16], predict the reactants needed to synthesize it. The reactants are: [CH3:1][O:2][CH2:3][CH2:4][O:5][C:6]1[CH:7]=[C:8]([CH:17]=[CH:18][C:19]([OH:21])=[O:20])[CH:9]=[CH:10][C:11]=1[O:12][CH2:13][CH2:14][O:15][CH3:16].[H][H]. (8) Given the product [CH3:19][O:18][C:11]1[CH:12]=[CH:13][C:14]([O:16][CH3:17])=[CH:15][C:10]=1[C:9]1[NH:8][C:3]2[CH:4]=[CH:5][CH:6]=[CH:7][C:2]=2[N:22]=1, predict the reactants needed to synthesize it. The reactants are: I[C:2]1[CH:7]=[CH:6][CH:5]=[CH:4][C:3]=1[NH:8][C:9](=O)[C:10]1[CH:15]=[C:14]([O:16][CH3:17])[CH:13]=[CH:12][C:11]=1[O:18][CH3:19].[I-].[NH:22]1CCC[C@H]1C(O)=O.[OH-].[Na+].N. (9) Given the product [CH3:1][CH2:2][O:3][C:4]([C:6]1[N:10]([CH2:11][C:12]2[CH:16]=[C:15]([C:17]3[S:18][C:19]([Cl:22])=[CH:20][CH:21]=3)[O:14][N:13]=2)[C:9]([C:23]([OH:25])=[O:24])=[CH:8][N:7]=1)=[O:5], predict the reactants needed to synthesize it. The reactants are: [CH3:1][CH2:2][O:3][C:4]([C:6]1[N:10]([CH2:11][C:12]2[CH:16]=[C:15]([C:17]3[S:18][C:19]([Cl:22])=[CH:20][CH:21]=3)[O:14][N:13]=2)[C:9]([C:23]([O:25]C(C)(C)C)=[O:24])=[CH:8][N:7]=1)=[O:5].Cl. (10) The reactants are: [CH3:1][C:2]1[S:3][CH:4]=[C:5]([C:7]#[C:8][C:9]2[CH:10]=[C:11]([CH2:15][OH:16])[CH:12]=[N:13][CH:14]=2)[N:6]=1.[H-].[Na+].I[CH3:20]. Given the product [CH3:20][O:16][CH2:15][C:11]1[CH:12]=[N:13][CH:14]=[C:9]([C:8]#[C:7][C:5]2[N:6]=[C:2]([CH3:1])[S:3][CH:4]=2)[CH:10]=1, predict the reactants needed to synthesize it.